The task is: Predict the product of the given reaction.. This data is from Forward reaction prediction with 1.9M reactions from USPTO patents (1976-2016). Given the reactants [CH2:1]([O:3][C:4]([NH:6][C:7]1[C:15]([CH3:16])=[CH:14][CH:13]=[CH:12][C:8]=1[C:9]([OH:11])=[O:10])=[O:5])[CH3:2].C(O)(=O)C.[ClH:21].OO, predict the reaction product. The product is: [Cl:21][C:13]1[CH:14]=[C:15]([CH3:16])[C:7]([NH:6][C:4]([O:3][CH2:1][CH3:2])=[O:5])=[C:8]([CH:12]=1)[C:9]([OH:11])=[O:10].